Dataset: Forward reaction prediction with 1.9M reactions from USPTO patents (1976-2016). Task: Predict the product of the given reaction. (1) Given the reactants [CH3:1][C:2]1[CH:7]=[C:6]([CH3:8])[CH:5]=[CH:4][C:3]=1[NH:9][C:10]1[C:11](=[O:20])[N:12]([CH3:19])[CH:13]=[C:14]([N+:16]([O-])=O)[CH:15]=1.[CH:21](=O)[CH2:22][CH3:23].[C:25](O)(=O)[CH3:26].[H][H].[CH2:31](O)C, predict the reaction product. The product is: [CH3:1][C:2]1[CH:7]=[C:6]([CH3:8])[CH:5]=[CH:4][C:3]=1[NH:9][C:10]1[C:11](=[O:20])[N:12]([CH3:19])[CH:13]=[C:14]([N:16]([CH2:31][CH2:25][CH3:26])[CH2:21][CH2:22][CH3:23])[CH:15]=1. (2) Given the reactants [C@H:1]1([O:12][C@H:13]2[C@H:22]([OH:23])[C@@H:21]([CH2:24][O:25][C@H:26]3[O:34][C@H:33]([CH2:35][OH:36])[C@@H:31]([OH:32])[C@H:29]([OH:30])[C@@H:27]3[OH:28])[O:20][C@H:15]([O:16][CH2:17][CH2:18][NH2:19])[C@H:14]2[OH:37])[O:9][C@H:8]([CH2:10][OH:11])[C@@H:6]([OH:7])[C@H:4]([OH:5])[C@@H:2]1[OH:3].[CH2:38]([O:45][C:46]([NH:48][C@H:49]([C:77](ON1C(=O)CCC1=O)=[O:78])[CH2:50][CH2:51][CH2:52][CH2:53][NH:54][C:55](=[O:76])[CH2:56][CH2:57][CH2:58][CH2:59][C:60]([NH:62][CH2:63][CH2:64][O:65][C@@H:66]1[O:74][C@@H:73]([CH3:75])[C@@H:71]([OH:72])[C@@H:69]([OH:70])[C@@H:67]1[OH:68])=[O:61])=[O:47])[C:39]1[CH:44]=[CH:43][CH:42]=[CH:41][CH:40]=1, predict the reaction product. The product is: [CH2:38]([O:45][C:46]([NH:48][C@H:49]([C:77]([NH:19][CH2:18][CH2:17][O:16][C@H:15]1[O:20][C@H:21]([CH2:24][O:25][C@H:26]2[O:34][C@H:33]([CH2:35][OH:36])[C@@H:31]([OH:32])[C@H:29]([OH:30])[C@@H:27]2[OH:28])[C@@H:22]([OH:23])[C@H:13]([O:12][C@H:1]2[O:9][C@H:8]([CH2:10][OH:11])[C@@H:6]([OH:7])[C@H:4]([OH:5])[C@@H:2]2[OH:3])[C@@H:14]1[OH:37])=[O:78])[CH2:50][CH2:51][CH2:52][CH2:53][NH:54][C:55](=[O:76])[CH2:56][CH2:57][CH2:58][CH2:59][C:60]([NH:62][CH2:63][CH2:64][O:65][C@@H:66]1[O:74][C@@H:73]([CH3:75])[C@@H:71]([OH:72])[C@@H:69]([OH:70])[C@@H:67]1[OH:68])=[O:61])=[O:47])[C:39]1[CH:44]=[CH:43][CH:42]=[CH:41][CH:40]=1. (3) Given the reactants [CH2:1]([O:8][C:9](=[O:20])[CH2:10][CH2:11][O:12][S:13]([C:16]([F:19])([F:18])[F:17])(=[O:15])=[O:14])[C:2]1[CH:7]=[CH:6][CH:5]=[CH:4][CH:3]=1.[CH3:21][C:22]1[C:23]2[C:28]([N:29]=[C:30]3[C:35]=1[CH:34]=[CH:33][CH:32]=[CH:31]3)=[CH:27][CH:26]=[CH:25][CH:24]=2, predict the reaction product. The product is: [F:17][C:16]([F:19])([F:18])[S:13]([O-:15])(=[O:14])=[O:12].[CH2:1]([O:8][C:9](=[O:20])[CH2:10][CH2:11][N+:29]1[C:30]2[C:35](=[CH:34][CH:33]=[CH:32][CH:31]=2)[C:22]([CH3:21])=[C:23]2[C:28]=1[CH:27]=[CH:26][CH:25]=[CH:24]2)[C:2]1[CH:7]=[CH:6][CH:5]=[CH:4][CH:3]=1.